This data is from Catalyst prediction with 721,799 reactions and 888 catalyst types from USPTO. The task is: Predict which catalyst facilitates the given reaction. (1) Reactant: [O:1]1[C:5]([C:6]([OH:8])=[O:7])=[CH:4][CH:3]=[N:2]1.[C:9](=O)(O)[O-].[Na+].IC. Product: [CH3:9][O:7][C:6]([C:5]1[O:1][N:2]=[CH:3][CH:4]=1)=[O:8]. The catalyst class is: 18. (2) Reactant: [OH-].[Na+].C[O:4][C:5](=[O:51])[C:6]1[CH:11]=[CH:10][CH:9]=[C:8]([CH2:12][N:13]2[CH2:19][CH2:18][CH2:17][C@H:16]([N:20]([CH2:27][C:28]3[CH:33]=[C:32]([C:34]([F:37])([F:36])[F:35])[CH:31]=[C:30]([C:38]([F:41])([F:40])[F:39])[CH:29]=3)[C:21]3[N:22]=[N:23][N:24]([CH3:26])[N:25]=3)[C:15]3[CH:42]=[C:43]([CH3:50])[C:44]([C:46]([F:49])([F:48])[F:47])=[CH:45][C:14]2=3)[CH:7]=1.Cl. Product: [F:36][C:34]([F:35])([F:37])[C:32]1[CH:33]=[C:28]([CH:29]=[C:30]([C:38]([F:41])([F:40])[F:39])[CH:31]=1)[CH2:27][N:20]([C:21]1[N:22]=[N:23][N:24]([CH3:26])[N:25]=1)[C@H:16]1[CH2:17][CH2:18][CH2:19][N:13]([CH2:12][C:8]2[CH:7]=[C:6]([CH:11]=[CH:10][CH:9]=2)[C:5]([OH:51])=[O:4])[C:14]2[CH:45]=[C:44]([C:46]([F:47])([F:48])[F:49])[C:43]([CH3:50])=[CH:42][C:15]1=2. The catalyst class is: 5. (3) Reactant: [OH:1][C:2]1[CH:3]=[C:4]([CH:7]=[CH:8][CH:9]=1)[CH:5]=[O:6].Br[CH2:11][C:12]([O:14][CH2:15][CH3:16])=[O:13].C(=O)([O-])[O-].[K+].[K+].O. Product: [CH:5]([C:4]1[CH:3]=[C:2]([CH:9]=[CH:8][CH:7]=1)[O:1][CH2:11][C:12]([O:14][CH2:15][CH3:16])=[O:13])=[O:6]. The catalyst class is: 3. (4) Reactant: [C:1]1([S:7][CH2:8][C:9]2[NH:14][C:13](=[O:15])[C:12]([O:16]C3CCCCO3)=[CH:11][N:10]=2)[CH:6]=[CH:5][CH:4]=[CH:3][CH:2]=1.Cl. Product: [OH:16][C:12]1[C:13](=[O:15])[NH:14][C:9]([CH2:8][S:7][C:1]2[CH:6]=[CH:5][CH:4]=[CH:3][CH:2]=2)=[N:10][CH:11]=1. The catalyst class is: 12. (5) Reactant: Cl.[NH2:2][C:3]([CH3:8])([CH3:7])[C:4]#[C:5][CH3:6].O.ON1C2C=CC=CC=2N=N1.Cl.CN(C)CCCN=C=NCC.[Cl:32][C:33]1[CH:34]=[C:35]([O:39][CH:40]([CH2:44][CH3:45])[C:41](O)=[O:42])[CH:36]=[N:37][CH:38]=1. Product: [Cl:32][C:33]1[CH:34]=[C:35]([O:39][CH:40]([CH2:44][CH3:45])[C:41]([NH:2][C:3]([CH3:8])([C:4]#[C:5][CH3:6])[CH3:7])=[O:42])[CH:36]=[N:37][CH:38]=1. The catalyst class is: 681. (6) Reactant: C[O:2][C:3](=[O:33])[CH2:4][CH2:5][C:6]1[CH:11]=[CH:10][C:9]([O:12][CH2:13][CH:14]([C:16]2[S:17][C:18]([C:22]3[CH:27]=[CH:26][C:25]([C:28]([F:31])([F:30])[F:29])=[CH:24][CH:23]=3)=[CH:19][C:20]=2[CH3:21])[CH3:15])=[CH:8][C:7]=1[CH3:32].[OH-].[Na+].Cl.CCOC(C)=O. Product: [CH3:32][C:7]1[CH:8]=[C:9]([O:12][CH2:13][CH:14]([C:16]2[S:17][C:18]([C:22]3[CH:27]=[CH:26][C:25]([C:28]([F:31])([F:29])[F:30])=[CH:24][CH:23]=3)=[CH:19][C:20]=2[CH3:21])[CH3:15])[CH:10]=[CH:11][C:6]=1[CH2:5][CH2:4][C:3]([OH:33])=[O:2]. The catalyst class is: 36. (7) Reactant: C([O:4][CH2:5][C:6]([CH3:47])([CH3:46])[CH2:7][N:8]1[C:14]2[CH:15]=[CH:16][C:17]([Cl:19])=[CH:18][C:13]=2[C@@H:12]([C:20]2[CH:25]=[CH:24][CH:23]=[C:22]([O:26][CH3:27])[C:21]=2[O:28][CH3:29])[O:11][C@H:10]([CH2:30][C:31]([NH:33][C:34]2[CH:35]=[C:36]([CH:41]=[CH:42][C:43]=2[F:44])[C:37]([O:39]C)=[O:38])=[O:32])[C:9]1=[O:45])(=O)C.[OH-].[Na+].C(O)C. Product: [Cl:19][C:17]1[CH:16]=[CH:15][C:14]2[N:8]([CH2:7][C:6]([CH3:47])([CH3:46])[CH2:5][OH:4])[C:9](=[O:45])[C@@H:10]([CH2:30][C:31]([NH:33][C:34]3[CH:35]=[C:36]([CH:41]=[CH:42][C:43]=3[F:44])[C:37]([OH:39])=[O:38])=[O:32])[O:11][C@H:12]([C:20]3[CH:25]=[CH:24][CH:23]=[C:22]([O:26][CH3:27])[C:21]=3[O:28][CH3:29])[C:13]=2[CH:18]=1. The catalyst class is: 6. (8) Reactant: C([O-])([O-])=O.[Na+].[Na+].Cl.C(O[CH:11]=[NH:12])C.[Cl:13][C:14]1[CH:19]=[CH:18][CH:17]=[CH:16][C:15]=1[C:20]1[CH:21]=[C:22]([NH2:25])[NH:23][N:24]=1.[C:26]([OH:29])(=[O:28])[CH3:27]. Product: [C:26]([OH:29])(=[O:28])[CH3:27].[Cl:13][C:14]1[CH:19]=[CH:18][CH:17]=[CH:16][C:15]=1[C:20]1[CH:21]=[C:22]([NH:25][CH:11]=[NH:12])[NH:23][N:24]=1. The catalyst class is: 2. (9) Reactant: [N:1]12[CH2:8][CH2:7][CH:4]([CH2:5][CH2:6]1)[C@@H:3]([NH:9][C:10](=[O:27])[O:11][CH:12]([C:20]1[CH:25]=[CH:24][CH:23]=[C:22]([F:26])[CH:21]=1)[C:13]1[CH:18]=[CH:17][CH:16]=[C:15]([F:19])[CH:14]=1)[CH2:2]2.[Br:28][CH2:29][CH2:30][C:31]1[CH:32]=[CH:33][C:34]2[O:38][CH2:37][CH2:36][C:35]=2[CH:39]=1. Product: [Br-:28].[F:26][C:22]1[CH:21]=[C:20]([CH:12]([C:13]2[CH:18]=[CH:17][CH:16]=[C:15]([F:19])[CH:14]=2)[O:11][C:10]([NH:9][C@@H:3]2[CH:4]3[CH2:7][CH2:8][N+:1]([CH2:29][CH2:30][C:31]4[CH:32]=[CH:33][C:34]5[O:38][CH2:37][CH2:36][C:35]=5[CH:39]=4)([CH2:6][CH2:5]3)[CH2:2]2)=[O:27])[CH:25]=[CH:24][CH:23]=1. The catalyst class is: 13. (10) Reactant: [CH3:1][C:2]1[O:3][C:4]([C:10]2[CH:15]=[CH:14][CH:13]=[CH:12][CH:11]=2)=[CH:5][C:6]=1[C:7]([OH:9])=O.[CH3:16][O:17][C:18]1[CH:19]=[C:20]([C:26]2([CH2:31][NH2:32])[CH2:30][CH2:29][CH2:28][CH2:27]2)[CH:21]=[CH:22][C:23]=1[O:24][CH3:25].C(N(CC)CC)C.F[P-](F)(F)(F)(F)F.N1(OC(N(C)C)=[N+](C)C)C2N=CC=CC=2N=N1. Product: [CH3:16][O:17][C:18]1[CH:19]=[C:20]([C:26]2([CH2:31][NH:32][C:7]([C:6]3[CH:5]=[C:4]([C:10]4[CH:15]=[CH:14][CH:13]=[CH:12][CH:11]=4)[O:3][C:2]=3[CH3:1])=[O:9])[CH2:27][CH2:28][CH2:29][CH2:30]2)[CH:21]=[CH:22][C:23]=1[O:24][CH3:25]. The catalyst class is: 10.